From a dataset of Forward reaction prediction with 1.9M reactions from USPTO patents (1976-2016). Predict the product of the given reaction. Given the reactants [Br:1]N1C(=O)CCC1=O.[CH3:9][O:10][C:11]1[N:12]=[C:13]2[C:18](=[CH:19][CH:20]=1)[N:17]=[CH:16][CH:15]=[C:14]2[OH:21], predict the reaction product. The product is: [Br:1][C:15]1[CH:16]=[N:17][C:18]2[C:13]([C:14]=1[OH:21])=[N:12][C:11]([O:10][CH3:9])=[CH:20][CH:19]=2.